From a dataset of Forward reaction prediction with 1.9M reactions from USPTO patents (1976-2016). Predict the product of the given reaction. (1) Given the reactants [CH3:1][N:2]([CH:10]1[CH2:15][CH2:14][C:13]([C:16]2[C:24]3[C:19](=[CH:20][CH:21]=[C:22]([NH:25][C:26]([C:28]4[S:29][CH:30]=[CH:31][CH:32]=4)=[NH:27])[CH:23]=3)[NH:18][CH:17]=2)=[CH:12][CH2:11]1)C(=O)OC(C)(C)C.C(O)(C(F)(F)F)=O, predict the reaction product. The product is: [CH3:1][NH:2][CH:10]1[CH2:15][CH2:14][C:13]([C:16]2[C:24]3[C:19](=[CH:20][CH:21]=[C:22]([NH:25][C:26]([C:28]4[S:29][CH:30]=[CH:31][CH:32]=4)=[NH:27])[CH:23]=3)[NH:18][CH:17]=2)=[CH:12][CH2:11]1. (2) Given the reactants [Cl:1][C:2]1[CH:3]=[C:4]([NH:9][CH:10]([C:12]([OH:14])=O)[CH3:11])[CH:5]=[C:6]([Cl:8])[CH:7]=1.[C:15]1([C@@H:21]([CH2:23][OH:24])[NH2:22])[CH:20]=[CH:19][CH:18]=[CH:17][CH:16]=1, predict the reaction product. The product is: [Cl:8][C:6]1[CH:5]=[C:4]([NH:9][CH:10]([C:12]([NH:22][C@@H:21]([C:15]2[CH:20]=[CH:19][CH:18]=[CH:17][CH:16]=2)[CH2:23][OH:24])=[O:14])[CH3:11])[CH:3]=[C:2]([Cl:1])[CH:7]=1.